This data is from Reaction yield outcomes from USPTO patents with 853,638 reactions. The task is: Predict the reaction yield, written as a fraction of the theoretical maximum amount of product (1.0 means a 100% yield; for example, 0.34 means a 34% yield). (1) The reactants are [C:1]([O:5][C:6]([N:8]1[CH2:13][CH2:12][C:11](=O)[CH2:10][CH2:9]1)=[O:7])([CH3:4])([CH3:3])[CH3:2].[NH:15]1[CH2:18][CH2:17][CH2:16]1.C(O[BH-](OC(=O)C)OC(=O)C)(=O)C.[Na+]. The catalyst is ClC(Cl)C. The product is [C:1]([O:5][C:6]([N:8]1[CH2:13][CH2:12][CH:11]([N:15]2[CH2:18][CH2:17][CH2:16]2)[CH2:10][CH2:9]1)=[O:7])([CH3:4])([CH3:3])[CH3:2]. The yield is 0.950. (2) The reactants are [NH2:1][C:2]1[C:3]2[N:4]([C:8]([C@@H:26]3[CH2:30][CH2:29][CH2:28][NH:27]3)=[N:9][C:10]=2[C:11]2[CH:25]=[CH:24][C:14]([C:15]([NH:17][C:18]3[CH:23]=[CH:22][CH:21]=[CH:20][N:19]=3)=[O:16])=[CH:13][CH:12]=2)[CH:5]=[CH:6][N:7]=1.C(N(CC)CC)C.Cl.[N:39]1([CH2:44]/[CH:45]=[CH:46]/[C:47](O)=[O:48])[CH2:43][CH2:42][CH2:41][CH2:40]1.CN(C(ON1N=NC2C=CC=NC1=2)=[N+](C)C)C.F[P-](F)(F)(F)(F)F. The catalyst is ClCCl. The product is [NH2:1][C:2]1[C:3]2[N:4]([C:8]([C@@H:26]3[CH2:30][CH2:29][CH2:28][N:27]3[C:47](=[O:48])/[CH:46]=[CH:45]/[CH2:44][N:39]3[CH2:43][CH2:42][CH2:41][CH2:40]3)=[N:9][C:10]=2[C:11]2[CH:25]=[CH:24][C:14]([C:15]([NH:17][C:18]3[CH:23]=[CH:22][CH:21]=[CH:20][N:19]=3)=[O:16])=[CH:13][CH:12]=2)[CH:5]=[CH:6][N:7]=1. The yield is 0.268.